From a dataset of Forward reaction prediction with 1.9M reactions from USPTO patents (1976-2016). Predict the product of the given reaction. Given the reactants Cl.O[C:3]1([C:19]2[CH:24]=[CH:23][C:22]([C:25]3[CH:30]=[CH:29][C:28]([C:31]([NH:33][CH3:34])=[O:32])=[CH:27][CH:26]=3)=[CH:21][C:20]=2[CH3:35])[CH2:8][CH2:7][CH:6]([C:9]([NH:11][C@H:12]2[CH2:17][CH2:16][C@@H:15]([OH:18])[CH2:14][CH2:13]2)=[O:10])[CH2:5][CH2:4]1, predict the reaction product. The product is: [OH:18][C@@H:15]1[CH2:14][CH2:13][C@H:12]([NH:11][C:9]([CH:6]2[CH2:7][CH2:8][C:3]([C:19]3[CH:24]=[CH:23][C:22]([C:25]4[CH:30]=[CH:29][C:28]([C:31]([NH:33][CH3:34])=[O:32])=[CH:27][CH:26]=4)=[CH:21][C:20]=3[CH3:35])=[CH:4][CH2:5]2)=[O:10])[CH2:17][CH2:16]1.